From a dataset of Forward reaction prediction with 1.9M reactions from USPTO patents (1976-2016). Predict the product of the given reaction. (1) Given the reactants NC(N)=S.[CH3:5][N:6]([CH3:19])[S:7]([C:10]1[C:15]([Cl:16])=[CH:14][CH:13]=[C:12]([NH2:17])[C:11]=1[OH:18])(=[O:9])=[O:8].[Cl:20][C:21]1[CH:26]=[CH:25][CH:24]=[CH:23][C:22]=1[N:27]=[C:28]=[S:29], predict the reaction product. The product is: [Cl:16][C:15]1[CH:14]=[CH:13][C:12]([NH:17][C:28]([NH:27][C:22]2[CH:23]=[CH:24][CH:25]=[CH:26][C:21]=2[Cl:20])=[S:29])=[C:11]([OH:18])[C:10]=1[S:7]([N:6]([CH3:19])[CH3:5])(=[O:9])=[O:8]. (2) Given the reactants Br[C:2]1[S:6][C:5]([CH:7]=[O:8])=[CH:4][C:3]=1[C:9]1[C:10]([F:15])=[N:11][CH:12]=[CH:13][CH:14]=1.C(=O)([O-])[O-].[K+].[K+].S[C:23]1[CH:28]=[CH:27][CH:26]=[CH:25][N:24]=1.O, predict the reaction product. The product is: [F:15][C:10]1[C:9]([C:3]2[CH:4]=[C:5]([CH:7]=[O:8])[S:6][C:2]=2[C:23]2[CH:28]=[CH:27][CH:26]=[CH:25][N:24]=2)=[CH:14][CH:13]=[CH:12][N:11]=1.